This data is from Forward reaction prediction with 1.9M reactions from USPTO patents (1976-2016). The task is: Predict the product of the given reaction. (1) The product is: [CH:30]1([CH2:29][NH:8]/[N:9]=[C:10](/[S:16][CH2:17][CH2:18][CH2:19][CH2:20][CH2:21][CH2:22][CH2:23][CH2:24][CH2:25][CH2:26][CH2:27][CH3:28])\[C:11]([O:13][CH2:14][CH3:15])=[O:12])[CH2:32][CH2:31]1.[CH:30]1([CH2:29][NH:8]/[N:9]=[C:10](\[S:16][CH2:17][CH2:18][CH2:19][CH2:20][CH2:21][CH2:22][CH2:23][CH2:24][CH2:25][CH2:26][CH2:27][CH3:28])/[C:11]([O:13][CH2:14][CH3:15])=[O:12])[CH2:32][CH2:31]1. Given the reactants C(OC([N:8]([CH2:29][CH:30]1[CH2:32][CH2:31]1)/[N:9]=[C:10](\[S:16][CH2:17][CH2:18][CH2:19][CH2:20][CH2:21][CH2:22][CH2:23][CH2:24][CH2:25][CH2:26][CH2:27][CH3:28])/[C:11]([O:13][CH2:14][CH3:15])=[O:12])=O)(C)(C)C.Cl.C(=O)([O-])O.[Na+], predict the reaction product. (2) Given the reactants C[O:2][C:3](=[O:42])[CH2:4][C@H:5]([OH:41])[CH2:6][C@H:7]([OH:40])[CH:8]=[CH:9][C:10]1[N:11]([CH:37]([CH3:39])[CH3:38])[C:12]([C:28](=[O:36])[NH:29][C:30]2[CH:35]=[CH:34][CH:33]=[CH:32][CH:31]=2)=[C:13]([C:22]2[CH:27]=[CH:26][CH:25]=[CH:24][CH:23]=2)[C:14]=1[C:15]1[CH:20]=[CH:19][C:18]([F:21])=[CH:17][CH:16]=1.C(O)C.O.[OH-].[Na+:48], predict the reaction product. The product is: [Na+:48].[F:21][C:18]1[CH:19]=[CH:20][C:15]([C:14]2[C:13]([C:22]3[CH:23]=[CH:24][CH:25]=[CH:26][CH:27]=3)=[C:12]([C:28](=[O:36])[NH:29][C:30]3[CH:35]=[CH:34][CH:33]=[CH:32][CH:31]=3)[N:11]([CH:37]([CH3:39])[CH3:38])[C:10]=2[CH:9]=[CH:8][C@H:7]([OH:40])[CH2:6][C@@H:5]([OH:41])[CH2:4][C:3]([O-:42])=[O:2])=[CH:16][CH:17]=1.